This data is from Full USPTO retrosynthesis dataset with 1.9M reactions from patents (1976-2016). The task is: Predict the reactants needed to synthesize the given product. (1) Given the product [F:1][C:2]1[CH:10]=[C:9]([C:11]([F:14])([F:13])[F:12])[CH:8]=[CH:7][C:3]=1[C:4]([NH:35][CH:33]([C:29]1[CH:28]=[C:27]([CH:32]=[CH:31][CH:30]=1)[O:26][C:23]1[CH:24]=[CH:25][C:20]([CH2:19][CH2:18][C:17]([OH:37])=[O:16])=[C:21]([CH3:36])[CH:22]=1)[CH3:34])=[O:6], predict the reactants needed to synthesize it. The reactants are: [F:1][C:2]1[CH:10]=[C:9]([C:11]([F:14])([F:13])[F:12])[CH:8]=[CH:7][C:3]=1[C:4]([OH:6])=O.C[O:16][C:17](=[O:37])[CH2:18][CH2:19][C:20]1[CH:25]=[CH:24][C:23]([O:26][C:27]2[CH:32]=[CH:31][CH:30]=[C:29]([C@H:33]([NH2:35])[CH3:34])[CH:28]=2)=[CH:22][C:21]=1[CH3:36]. (2) Given the product [C:72]([O:71][C:69]([N:52]([C:53]1[C:58]([Cl:59])=[N:57][CH:56]=[C:55]([C:2]2[N:3]=[C:4]([N:11]([C:12]([O:13][C:14]([CH3:16])([CH3:17])[CH3:15])=[O:18])[C:19]3[CH:24]=[CH:23][C:22]([N:25]4[CH2:26][CH2:27][N:28]([CH:31]5[CH2:34][O:33][CH2:32]5)[CH2:29][CH2:30]4)=[C:21]([O:35][CH2:36][CH2:37][O:108][CH:106]4[CH2:95][CH2:93][CH2:92][CH2:97][O:109]4)[CH:20]=3)[C:5]3[N:6]([CH:8]=[CH:9][N:10]=3)[CH:7]=2)[N:54]=1)[C:45](=[O:46])[O:47][C:48]([CH3:49])([CH3:50])[CH3:51])=[O:70])([CH3:74])([CH3:73])[CH3:75], predict the reactants needed to synthesize it. The reactants are: Br[C:2]1[N:3]=[C:4]([N:11]([C:19]2[CH:24]=[CH:23][C:22]([N:25]3[CH2:30][CH2:29][N:28]([CH:31]4[CH2:34][O:33][CH2:32]4)[CH2:27][CH2:26]3)=[C:21]([O:35][CH2:36][CH2:37]OC3CNCCN3)[CH:20]=2)[C:12](=[O:18])[O:13][C:14]([CH3:17])([CH3:16])[CH3:15])[C:5]2[N:6]([CH:8]=[CH:9][N:10]=2)[CH:7]=1.[C:45]([N:52]([C:69]([O:71][C:72]([CH3:75])([CH3:74])[CH3:73])=[O:70])[C:53]1[C:58]([Cl:59])=[N:57][CH:56]=[C:55](B2OC(C)(C)C(C)(C)O2)[N:54]=1)([O:47][C:48]([CH3:51])([CH3:50])[CH3:49])=[O:46].C(N(C(OC(C)(C)C)=O)C1C=NC=C(B2O[C:93](C)([CH3:95])[C:92](C)([CH3:97])O2)N=1)(OC(C)(C)C)=O.[C:106](=[O:109])([O-:108])[O-].[Na+].[Na+]. (3) Given the product [CH3:32][N:33]([CH3:43])[C:34]1[CH:39]=[CH:38][C:37]([C:2]2[C:10]3[C:5](=[CH:6][CH:7]=[C:8]([NH:11][S:12]([C:15]4[CH:20]=[CH:19][CH:18]=[CH:17][C:16]=4[S:21]([CH3:24])(=[O:23])=[O:22])(=[O:13])=[O:14])[CH:9]=3)[NH:4][N:3]=2)=[CH:36][CH:35]=1, predict the reactants needed to synthesize it. The reactants are: I[C:2]1[C:10]2[C:5](=[CH:6][CH:7]=[C:8]([NH:11][S:12]([C:15]3[CH:20]=[CH:19][CH:18]=[CH:17][C:16]=3[S:21]([CH3:24])(=[O:23])=[O:22])(=[O:14])=[O:13])[CH:9]=2)[N:4](C(OC(C)(C)C)=O)[N:3]=1.[CH3:32][N:33]([CH3:43])[C:34]1[CH:39]=[CH:38][C:37](B(O)O)=[CH:36][CH:35]=1.C(=O)([O-])O.[Na+]. (4) Given the product [F:12][C:13]1[CH:14]=[C:15]([NH:16][C:9]([C:7]2[NH:6][N:5]=[C:4]([N+:1]([O-:3])=[O:2])[CH:8]=2)=[O:11])[CH:17]=[CH:18][CH:19]=1, predict the reactants needed to synthesize it. The reactants are: [N+:1]([C:4]1[CH:8]=[C:7]([C:9]([OH:11])=O)[NH:6][N:5]=1)([O-:3])=[O:2].[F:12][C:13]1[CH:14]=[C:15]([CH:17]=[CH:18][CH:19]=1)[NH2:16].Cl.CN(C)CCCN=C=NCC.OC1C=CC=C[N+]=1[O-].